From a dataset of Reaction yield outcomes from USPTO patents with 853,638 reactions. Predict the reaction yield, written as a fraction of the theoretical maximum amount of product (1.0 means a 100% yield; for example, 0.34 means a 34% yield). (1) The reactants are [C:1]1([N:7]2[C:11]([C:12]3[CH:17]=[CH:16][CH:15]=[CH:14][CH:13]=3)=[CH:10][CH:9]=[C:8]2[C:18]2[CH:19]=[C:20]3[C:25](=[CH:26][CH:27]=2)[CH:24]=[C:23]([O:28][CH:29]([CH2:34][C:35]2[CH:40]=[CH:39][CH:38]=[CH:37][CH:36]=2)[C:30]([O:32]C)=[O:31])[CH:22]=[CH:21]3)[CH:6]=[CH:5][CH:4]=[CH:3][CH:2]=1.[OH-].[Na+].CO.O. The catalyst is C1COCC1. The product is [C:1]1([N:7]2[C:11]([C:12]3[CH:13]=[CH:14][CH:15]=[CH:16][CH:17]=3)=[CH:10][CH:9]=[C:8]2[C:18]2[CH:19]=[C:20]3[C:25](=[CH:26][CH:27]=2)[CH:24]=[C:23]([O:28][CH:29]([CH2:34][C:35]2[CH:36]=[CH:37][CH:38]=[CH:39][CH:40]=2)[C:30]([OH:32])=[O:31])[CH:22]=[CH:21]3)[CH:6]=[CH:5][CH:4]=[CH:3][CH:2]=1. The yield is 0.940. (2) The reactants are [CH3:1][S:2]([NH:5][C:6]1[CH:15]=[CH:14][C:13]([C:16]([F:19])([F:18])[F:17])=[CH:12][C:7]=1[C:8]([O:10]C)=[O:9])(=[O:4])=[O:3].[OH-].[Li+].Cl. The catalyst is C1COCC1.O. The product is [CH3:1][S:2]([NH:5][C:6]1[CH:15]=[CH:14][C:13]([C:16]([F:17])([F:18])[F:19])=[CH:12][C:7]=1[C:8]([OH:10])=[O:9])(=[O:4])=[O:3]. The yield is 0.730. (3) The reactants are [CH3:1][S:2]([NH:5][NH2:6])(=[O:4])=[O:3].CCN(C(C)C)C(C)C.C[O:17][C:18](=O)[C:19]1[CH:24]=[C:23]([C:25]2[N:26]([CH3:30])[CH:27]=[CH:28][CH:29]=2)[C:22]([C:31]([F:34])([F:33])[F:32])=[CH:21][C:20]=1[NH:35][C:36](OC1C=CC(Cl)=CC=1)=[O:37]. The product is [CH3:30][N:26]1[CH:27]=[CH:28][CH:29]=[C:25]1[C:23]1[CH:24]=[C:19]2[C:20](=[CH:21][C:22]=1[C:31]([F:32])([F:33])[F:34])[NH:35][C:36](=[O:37])[N:6]([NH:5][S:2]([CH3:1])(=[O:4])=[O:3])[C:18]2=[O:17]. The catalyst is O1CCOCC1. The yield is 0.800. (4) The reactants are [CH2:1]([N:3]([CH2:11][CH3:12])[C:4]1[CH:9]=[CH:8][C:7]([NH2:10])=[CH:6][CH:5]=1)[CH3:2].[ClH:13]. The catalyst is C(OCC)C. The product is [ClH:13].[ClH:13].[CH2:11]([N:3]([CH2:1][CH3:2])[C:4]1[CH:9]=[CH:8][C:7]([NH2:10])=[CH:6][CH:5]=1)[CH3:12]. The yield is 1.00. (5) The catalyst is O1CCOCC1.C(Cl)Cl.[Cl-].[NH4+].[C-]#[O+].[C-]#[O+].[C-]#[O+].[C-]#[O+].[C-]#[O+].[C-]#[O+].[Mo].C([O-])(=O)C.[Pd+2].C([O-])(=O)C. The reactants are Br[C:2]1[C:19]([F:20])=[CH:18][C:5]([CH2:6][O:7][C:8]23[CH2:17][CH:12]4[CH2:13][CH:14]([CH2:16][CH:10]([CH2:11]4)[CH2:9]2)[CH2:15]3)=[C:4]([Cl:21])[CH:3]=1.[CH3:22][S:23]([NH2:26])(=[O:25])=[O:24].C(N(CC)CC)C.CC1(C)C2C(=C(P(C3C=CC=CC=3)C3C=CC=CC=3)C=CC=2)[O:55][C:37]2C(P(C3C=CC=CC=3)C3C=CC=CC=3)=CC=CC1=2. The product is [C:8]12([O:7][CH2:6][C:5]3[C:4]([Cl:21])=[CH:3][C:2]([C:37]([NH:26][S:23]([CH3:22])(=[O:25])=[O:24])=[O:55])=[C:19]([F:20])[CH:18]=3)[CH2:17][CH:12]3[CH2:13][CH:14]([CH2:16][CH:10]([CH2:11]3)[CH2:9]1)[CH2:15]2. The yield is 0.280. (6) The reactants are [O-]P([O-])([O-])=O.[K+].[K+].[K+].CNC1CCCCC1NC.Br[C:20]1[CH:31]=[CH:30][C:23]([O:24][CH2:25][C:26]([CH3:29])([OH:28])[CH3:27])=[C:22]([O:32][CH3:33])[CH:21]=1.[CH2:34]([O:41][C:42]1[CH:47]=[CH:46][NH:45][C:44](=[O:48])[CH:43]=1)[C:35]1[CH:40]=[CH:39][CH:38]=[CH:37][CH:36]=1. The catalyst is O1CCOCC1.[Cu]I. The product is [CH2:34]([O:41][C:42]1[CH:47]=[CH:46][N:45]([C:20]2[CH:31]=[CH:30][C:23]([O:24][CH2:25][C:26]([OH:28])([CH3:29])[CH3:27])=[C:22]([O:32][CH3:33])[CH:21]=2)[C:44](=[O:48])[CH:43]=1)[C:35]1[CH:36]=[CH:37][CH:38]=[CH:39][CH:40]=1. The yield is 0.743. (7) The reactants are [CH:1]1([CH2:4][O:5][C:6](=[O:25])[CH:7]([C:12]2[CH:17]=[C:16]([O:18][CH2:19][CH:20]3[CH2:22][CH2:21]3)[C:15](I)=[C:14]([Cl:24])[CH:13]=2)[CH2:8][CH:9]([CH3:11])[CH3:10])[CH2:3][CH2:2]1.CC1(C)C(C)(C)OB([C:34]2[CH:35]=[CH:36][C:37]3[C:38]([CH:42]=2)=[N:39][O:40][N:41]=3)O1.[F-].[Cs+].O.CCOC(C)=O. The catalyst is COCCOC.C1C=CC(P(C2C=CC=CC=2)[C-]2C=CC=C2)=CC=1.C1C=CC(P(C2C=CC=CC=2)[C-]2C=CC=C2)=CC=1.Cl[Pd]Cl.[Fe+2]. The product is [CH:1]1([CH2:4][O:5][C:6](=[O:25])[CH:7]([C:12]2[CH:17]=[C:16]([O:18][CH2:19][CH:20]3[CH2:22][CH2:21]3)[C:15]([C:34]3[CH:35]=[CH:36][C:37]4[C:38]([CH:42]=3)=[N:39][O:40][N:41]=4)=[C:14]([Cl:24])[CH:13]=2)[CH2:8][CH:9]([CH3:11])[CH3:10])[CH2:3][CH2:2]1. The yield is 0.410.